Dataset: Full USPTO retrosynthesis dataset with 1.9M reactions from patents (1976-2016). Task: Predict the reactants needed to synthesize the given product. Given the product [C:11]([C:7]1[CH:6]=[C:5]([CH2:4][CH2:3][C:2]([OH:25])=[O:1])[CH:10]=[CH:9][N:8]=1)#[N:12], predict the reactants needed to synthesize it. The reactants are: [OH:1][CH2:2][CH2:3][CH2:4][C:5]1[CH:10]=[CH:9][N:8]=[C:7]([C:11]#[N:12])[CH:6]=1.C1C=C[NH+]=CC=1.C1C=C[NH+]=CC=1.[O-:25][Cr](O[Cr]([O-])(=O)=O)(=O)=O.O.